Dataset: Reaction yield outcomes from USPTO patents with 853,638 reactions. Task: Predict the reaction yield, written as a fraction of the theoretical maximum amount of product (1.0 means a 100% yield; for example, 0.34 means a 34% yield). The reactants are O[Li].O.[C:4]([O:8][C:9]([C@H:11]([CH2:16][C:17]1[CH:22]=[CH:21][C:20]([Cl:23])=[C:19]([F:24])[CH:18]=1)[C:12]([O:14]C)=[O:13])=[O:10])([CH3:7])([CH3:6])[CH3:5].C1COCC1. The catalyst is O. The product is [C:4]([O:8][C:9]([C@H:11]([CH2:16][C:17]1[CH:22]=[CH:21][C:20]([Cl:23])=[C:19]([F:24])[CH:18]=1)[C:12]([OH:14])=[O:13])=[O:10])([CH3:7])([CH3:5])[CH3:6]. The yield is 0.831.